Dataset: CYP2C19 inhibition data for predicting drug metabolism from PubChem BioAssay. Task: Regression/Classification. Given a drug SMILES string, predict its absorption, distribution, metabolism, or excretion properties. Task type varies by dataset: regression for continuous measurements (e.g., permeability, clearance, half-life) or binary classification for categorical outcomes (e.g., BBB penetration, CYP inhibition). Dataset: cyp2c19_veith. (1) The compound is COc1cc2c(cc1OC)C(C(=O)N1CCN(c3ccccn3)CC1)C(c1cccs1)N(C)C2=O. The result is 0 (non-inhibitor). (2) The molecule is O=C(Oc1ccc2ccccc2c1Br)N1CCCCCC1. The result is 1 (inhibitor). (3) The molecule is COCC(=O)N1CCC2(CCN(Cc3ccccc3)CC2)CC1. The result is 0 (non-inhibitor). (4) The compound is CCN(CC)C(=O)c1ccc(O)c(OC)c1. The result is 0 (non-inhibitor). (5) The compound is O=C(CSc1nc2ccccc2o1)N1c2ccccc2Sc2ccc(Cl)cc21. The result is 1 (inhibitor). (6) The drug is C=CCNCCCCOc1c(Cl)cc(C)cc1Br.O=C(O)C(=O)O. The result is 1 (inhibitor). (7) The molecule is COc1ccc(-n2c(=O)c(-c3cccs3)nc3cnc(OC)nc32)cc1. The result is 0 (non-inhibitor). (8) The molecule is CCSC[C@@H](N)C(=O)O. The result is 0 (non-inhibitor). (9) The molecule is CCOc1ccc(C(=O)Nc2ccccc2N2CCCC2)cc1. The result is 1 (inhibitor).